This data is from Reaction yield outcomes from USPTO patents with 853,638 reactions. The task is: Predict the reaction yield, written as a fraction of the theoretical maximum amount of product (1.0 means a 100% yield; for example, 0.34 means a 34% yield). (1) The reactants are Cl.F[CH2:3][C:4]([C:8]1[O:12][N:11]=[C:10]([NH:13][C:14](=[O:38])[NH:15][C:16]2[CH:21]=[CH:20][C:19]([NH:22][C:23](=[O:37])[C:24]3[CH:29]=[CH:28][C:27]([O:30][CH:31]4[CH2:36][CH2:35][NH:34][CH2:33][CH2:32]4)=[CH:26][N:25]=3)=[CH:18][CH:17]=2)[CH:9]=1)([CH3:7])[CH2:5]F.[O:39]1[CH2:42]C(=O)[CH2:40]1. The catalyst is CC(C)=O. The product is [C:4]([C:8]1[O:12][N:11]=[C:10]([NH:13][C:14](=[O:38])[NH:15][C:16]2[CH:17]=[CH:18][C:19]([NH:22][C:23](=[O:37])[C:24]3[CH:29]=[CH:28][C:27]([O:30][CH:31]4[CH2:32][CH2:33][N:34]([CH:35]5[CH2:42][O:39][CH2:40]5)[CH2:36]4)=[CH:26][N:25]=3)=[CH:20][CH:21]=2)[CH:9]=1)([CH3:3])([CH3:7])[CH3:5]. The yield is 0.730. (2) The reactants are Cl[CH2:2][C:3]1[C:8]([O:9][CH2:10][CH3:11])=[CH:7][C:6]([O:12][CH2:13][CH3:14])=[CH:5][N:4]=1.[F:15][C:16]1[CH:21]=[CH:20][CH:19]=[C:18]([C:22]2[NH:23][CH:24]=[CH:25][N:26]=2)[N:17]=1. The catalyst is CN(C=O)C.O. The product is [F:15][C:16]1[N:17]=[C:18]([C:22]2[N:26]([CH2:2][C:3]3[C:8]([O:9][CH2:10][CH3:11])=[CH:7][C:6]([O:12][CH2:13][CH3:14])=[CH:5][N:4]=3)[CH:25]=[CH:24][N:23]=2)[CH:19]=[CH:20][CH:21]=1. The yield is 0.490.